Predict the reaction yield, written as a fraction of the theoretical maximum amount of product (1.0 means a 100% yield; for example, 0.34 means a 34% yield). From a dataset of Reaction yield outcomes from USPTO patents with 853,638 reactions. (1) The reactants are CO[C:3](=[O:27])[C:4]1[CH:9]=[CH:8][C:7]([O:10][CH2:11][C:12]2[C:13]([C:21]3[CH:26]=[CH:25][CH:24]=[CH:23][CH:22]=3)=[N:14][O:15][C:16]=2[C:17]([F:20])([F:19])[F:18])=[N:6][CH:5]=1.[CH2:28]([CH2:30][NH2:31])[OH:29]. No catalyst specified. The product is [OH:29][CH2:28][CH2:30][NH:31][C:3](=[O:27])[C:4]1[CH:9]=[CH:8][C:7]([O:10][CH2:11][C:12]2[C:13]([C:21]3[CH:26]=[CH:25][CH:24]=[CH:23][CH:22]=3)=[N:14][O:15][C:16]=2[C:17]([F:18])([F:19])[F:20])=[N:6][CH:5]=1. The yield is 0.240. (2) The yield is 0.720. The reactants are C([O:3][C:4](=O)[CH:5]([F:13])[C:6]([C:8]1[O:9][CH:10]=[CH:11][CH:12]=1)=O)C.C(=O)(O)O.[NH2:19][C:20]([NH2:22])=[NH:21].Cl. The product is [NH2:21][C:20]1[NH:22][C:4](=[O:3])[C:5]([F:13])=[C:6]([C:8]2[O:9][CH:10]=[CH:11][CH:12]=2)[N:19]=1. The catalyst is C(O)C.O. (3) The reactants are [C:1]([C:5]1[CH:10]=[C:9](Br)[C:8]([N+:12]([O-:14])=[O:13])=[CH:7][C:6]=1[O:15][CH3:16])([CH3:4])([CH3:3])[CH3:2].[F-:17].[K+].[K+].[Br-].Cl[C:22]([F:28])([F:27])C(OC)=O. The catalyst is CN(C=O)C.O.[Cu]I. The product is [C:1]([C:5]1[CH:10]=[C:9]([C:22]([F:28])([F:17])[F:27])[C:8]([N+:12]([O-:14])=[O:13])=[CH:7][C:6]=1[O:15][CH3:16])([CH3:4])([CH3:3])[CH3:2]. The yield is 0.610. (4) The reactants are Cl[CH2:2][CH:3]([OH:11])[CH2:4][N:5]1[CH2:10][CH2:9][O:8][CH2:7][CH2:6]1.[NH3:12]. The catalyst is CO. The product is [NH2:12][CH2:2][CH:3]([OH:11])[CH2:4][N:5]1[CH2:10][CH2:9][O:8][CH2:7][CH2:6]1. The yield is 0.910. (5) The reactants are [F:1][C:2]1[CH:3]=[CH:4][C:5]2[S:11][CH2:10][CH2:9][CH2:8][N:7]([N:12]=O)[C:6]=2[CH:14]=1.[H-].[Al+3].[Li+].[H-].[H-].[H-]. The catalyst is C1COCC1. The product is [F:1][C:2]1[CH:3]=[CH:4][C:5]2[S:11][CH2:10][CH2:9][CH2:8][N:7]([NH2:12])[C:6]=2[CH:14]=1. The yield is 0.950. (6) The reactants are [Cl:1][CH2:2][CH2:3][CH2:4][O:5][C:6]1[CH:15]=[C:14]2[C:9]([C:10](O)=[N:11][CH:12]=[N:13]2)=[CH:8][C:7]=1[O:17][CH3:18].P(Cl)(Cl)([Cl:21])=O. The catalyst is C1(C)C=CC=CC=1. The product is [Cl:21][C:10]1[C:9]2[C:14](=[CH:15][C:6]([O:5][CH2:4][CH2:3][CH2:2][Cl:1])=[C:7]([O:17][CH3:18])[CH:8]=2)[N:13]=[CH:12][N:11]=1. The yield is 0.780. (7) The reactants are [CH2:1]([N:3]([CH:38]1[CH2:43][CH2:42][O:41][CH2:40][CH2:39]1)[C:4]1[C:5]([CH3:37])=[C:6]([CH:22]=[C:23]([C:25]2[CH:26]=[N:27][C:28]([N:31]3[CH2:36][CH2:35][NH:34][CH2:33][CH2:32]3)=[CH:29][CH:30]=2)[CH:24]=1)[C:7]([NH:9][CH2:10][C:11]1[C:12](=[O:21])[NH:13][C:14]([CH3:20])=[CH:15][C:16]=1[CH:17]([CH3:19])[CH3:18])=[O:8])[CH3:2].[CH3:44][N:45]1[CH2:50][CH2:49][C:48](=O)[CH2:47][CH2:46]1.C(O)(=O)C.C(O[BH-](OC(=O)C)OC(=O)C)(=O)C.[Na+]. The catalyst is ClC(Cl)C. The product is [CH2:1]([N:3]([CH:38]1[CH2:43][CH2:42][O:41][CH2:40][CH2:39]1)[C:4]1[C:5]([CH3:37])=[C:6]([CH:22]=[C:23]([C:25]2[CH:26]=[N:27][C:28]([N:31]3[CH2:36][CH2:35][N:34]([CH:48]4[CH2:49][CH2:50][N:45]([CH3:44])[CH2:46][CH2:47]4)[CH2:33][CH2:32]3)=[CH:29][CH:30]=2)[CH:24]=1)[C:7]([NH:9][CH2:10][C:11]1[C:12](=[O:21])[NH:13][C:14]([CH3:20])=[CH:15][C:16]=1[CH:17]([CH3:19])[CH3:18])=[O:8])[CH3:2]. The yield is 0.344. (8) The reactants are [NH:1]1[C:5]2=[N:6][CH:7]=[CH:8][CH:9]=[C:4]2[C:3]([C:10]#[N:11])=[N:2]1.[Br:12][C:13]1[CH:14]=[C:15](B(O)O)[CH:16]=[CH:17][CH:18]=1.N1C=CC=CC=1. The catalyst is CN(C)C=O.C(=O)(O)[O-].[Na+].O.C([O-])(=O)C.[Cu+2].C([O-])(=O)C. The product is [Br:12][C:13]1[CH:18]=[C:17]([N:1]2[C:5]3=[N:6][CH:7]=[CH:8][CH:9]=[C:4]3[C:3]([C:10]#[N:11])=[N:2]2)[CH:16]=[CH:15][CH:14]=1. The yield is 0.430.